This data is from Reaction yield outcomes from USPTO patents with 853,638 reactions. The task is: Predict the reaction yield, written as a fraction of the theoretical maximum amount of product (1.0 means a 100% yield; for example, 0.34 means a 34% yield). (1) The catalyst is C1(C)C=CC=CC=1. The product is [CH3:42][O:41][C:37](=[O:40])[CH2:38][O:28][CH2:27][C:24]1[CH:25]=[CH:26][C:21]([C:16]([C:13]2[CH:14]=[CH:15][C:10]([O:9][CH2:8][CH:7]([O:6][Si:5]([C:1]([CH3:3])([CH3:2])[CH3:4])([CH3:35])[CH3:36])[C:31]([CH3:34])([CH3:33])[CH3:32])=[C:11]([CH3:30])[CH:12]=2)([CH2:19][CH3:20])[CH2:17][CH3:18])=[CH:22][C:23]=1[CH3:29]. The reactants are [C:1]([Si:5]([CH3:36])([CH3:35])[O:6][CH:7]([C:31]([CH3:34])([CH3:33])[CH3:32])[CH2:8][O:9][C:10]1[CH:15]=[CH:14][C:13]([C:16]([C:21]2[CH:26]=[CH:25][C:24]([CH2:27][OH:28])=[C:23]([CH3:29])[CH:22]=2)([CH2:19][CH3:20])[CH2:17][CH3:18])=[CH:12][C:11]=1[CH3:30])([CH3:4])([CH3:3])[CH3:2].[C:37]([O:41][CH3:42])(=[O:40])[CH2:38]O. The yield is 0.400. (2) The yield is 0.940. The reactants are [CH3:1][N:2]1[C:11]2[C:6](=[CH:7][CH:8]=[CH:9][CH:10]=2)[N:5]=[C:4]([C:12]([OH:14])=[O:13])[C:3]1=[O:15].C(Cl)(=O)C(Cl)=O.[C:22]1(=O)[CH2:27][CH2:26][CH2:25][C:24](=[O:28])[CH2:23]1.C(N(CC)CC)C. The catalyst is ClCCl.CN(C)C=O. The product is [CH3:1][N:2]1[C:11]2[C:6](=[CH:7][CH:8]=[CH:9][CH:10]=2)[N:5]=[C:4]([C:12]([O:14][C:22]2[CH2:27][CH2:26][CH2:25][C:24](=[O:28])[CH:23]=2)=[O:13])[C:3]1=[O:15]. (3) The reactants are [CH2:1]([C:3]1[CH:24]=[CH:23][CH:22]=[C:21]([CH3:25])[C:4]=1[CH2:5][NH:6][C:7]1[C:12]2[N:13]=[C:14]([CH3:17])[N:15]([CH3:16])[C:11]=2[CH:10]=[C:9]([C:18](O)=[O:19])[N:8]=1)[CH3:2].F[B-](F)(F)F.N1(O[C:41](N(C)C)=[N+:42](C)[CH3:43])C2C=CC=CC=2N=N1.CNC.O. The catalyst is ClCCl. The product is [CH3:41][N:42]([CH3:43])[C:18]([C:9]1[N:8]=[C:7]([NH:6][CH2:5][C:4]2[C:21]([CH3:25])=[CH:22][CH:23]=[CH:24][C:3]=2[CH2:1][CH3:2])[C:12]2[N:13]=[C:14]([CH3:17])[N:15]([CH3:16])[C:11]=2[CH:10]=1)=[O:19]. The yield is 0.740.